Dataset: Forward reaction prediction with 1.9M reactions from USPTO patents (1976-2016). Task: Predict the product of the given reaction. Given the reactants [F:1][C:2]1[CH:7]=[CH:6][C:5]([NH:8][C:9]([C@H:11]2[CH2:15][CH2:14][N:13]([C@H](C3C=CC=CC=3)C)[C@H:12]2[CH3:24])=[O:10])=[CH:4][C:3]=1[CH3:25], predict the reaction product. The product is: [F:1][C:2]1[CH:7]=[CH:6][C:5]([NH:8][C:9]([C@H:11]2[CH2:15][CH2:14][NH:13][C@H:12]2[CH3:24])=[O:10])=[CH:4][C:3]=1[CH3:25].